From a dataset of Forward reaction prediction with 1.9M reactions from USPTO patents (1976-2016). Predict the product of the given reaction. (1) Given the reactants [Br:1][C:2]1[CH:11]=[CH:10][CH:9]=[C:8]2[C:3]=1[N:4]=[C:5]([NH:14][C:15]([CH3:18])([CH3:17])[CH3:16])[C:6]([CH:12]=[O:13])=[N:7]2.[Na].CO.C([O-])(O)=O.[Na+], predict the reaction product. The product is: [Br:1][C:2]1[CH:11]=[CH:10][CH:9]=[C:8]2[C:3]=1[N:4]=[C:5]([NH:14][C:15]([CH3:18])([CH3:17])[CH3:16])[C:6]([CH2:12][OH:13])=[N:7]2. (2) Given the reactants [Cl:1][C:2]1[C:3]([S:11]([C:14]2[CH:19]=[CH:18][C:17]([CH2:20][C@H:21]([NH:23][C:24](=[O:29])[C:25]([F:28])([F:27])[F:26])[CH3:22])=[CH:16][CH:15]=2)(=[O:13])=[O:12])=[C:4]([CH:8]=[CH:9][CH:10]=1)[C:5]([OH:7])=[O:6].I[CH2:31][CH3:32].C(=O)([O-])[O-].[K+].[K+].C(=O)(O)[O-].[Na+], predict the reaction product. The product is: [Cl:1][C:2]1[C:3]([S:11]([C:14]2[CH:15]=[CH:16][C:17]([CH2:20][C@H:21]([NH:23][C:24](=[O:29])[C:25]([F:27])([F:28])[F:26])[CH3:22])=[CH:18][CH:19]=2)(=[O:13])=[O:12])=[C:4]([CH:8]=[CH:9][CH:10]=1)[C:5]([O:7][CH2:31][CH3:32])=[O:6]. (3) Given the reactants [CH3:1][O:2][C:3](=[O:13])/[CH:4]=[CH:5]\[C:6]1[CH:11]=[CH:10][C:9](F)=[CH:8][CH:7]=1.CO[CH2:16][N:17]([CH2:23][C:24]1[CH:29]=[CH:28][CH:27]=[CH:26][CH:25]=1)[CH2:18][Si](C)(C)C.[F:30]C(F)(F)C(O)=O, predict the reaction product. The product is: [CH3:1][O:2][C:3]([CH:4]1[CH:5]([C:6]2[CH:11]=[CH:10][CH:9]=[CH:8][C:7]=2[F:30])[CH2:18][N:17]([CH2:23][C:24]2[CH:29]=[CH:28][CH:27]=[CH:26][CH:25]=2)[CH2:16]1)=[O:13]. (4) Given the reactants [Br:1][C:2]1[CH:3]=[CH:4][C:5]2[C:6]([C:11]=1[O:12][CH3:13])=[N:7]O[N+:9]=2[O-], predict the reaction product. The product is: [Br:1][C:2]1[C:11]([O:12][CH3:13])=[C:6]([NH2:7])[C:5]([NH2:9])=[CH:4][CH:3]=1. (5) Given the reactants [CH2:1]([O:3][C:4](=[O:26])[C:5]([C:10](=[O:25])[C:11]1[CH:16]=[C:15]([F:17])[C:14]([F:18])=[C:13]([O:19][C:20]([Cl:23])([F:22])[F:21])[C:12]=1[F:24])=[CH:6]OCC)[CH3:2].[N:27]1([CH2:32][C:33]2[CH:38]=[CH:37][C:36]([NH2:39])=[CH:35][CH:34]=2)[CH2:31][CH2:30][CH2:29][CH2:28]1, predict the reaction product. The product is: [Cl:23][C:20]([F:21])([F:22])[O:19][C:13]1[C:12]([F:24])=[C:11]([CH:16]=[C:15]([F:17])[C:14]=1[F:18])[C:10](/[C:5](=[CH:6]/[NH:39][C:36]1[CH:35]=[CH:34][C:33]([CH2:32][N:27]2[CH2:31][CH2:30][CH2:29][CH2:28]2)=[CH:38][CH:37]=1)/[C:4]([O:3][CH2:1][CH3:2])=[O:26])=[O:25].